This data is from Reaction yield outcomes from USPTO patents with 853,638 reactions. The task is: Predict the reaction yield, written as a fraction of the theoretical maximum amount of product (1.0 means a 100% yield; for example, 0.34 means a 34% yield). (1) The reactants are Cl[C:2]1[N:3]=[C:4]([OH:12])[C:5]2[CH:11]=[CH:10][N:9]=[CH:8][C:6]=2[N:7]=1.[CH3:13][O:14][CH2:15][CH:16]([C:18]1[CH:23]=[CH:22][C:21]([N:24]([CH3:32])[C:25]2[CH:30]=[CH:29][C:28]([OH:31])=[CH:27][CH:26]=2)=[CH:20][CH:19]=1)[CH3:17]. No catalyst specified. The product is [CH3:13][O:14][CH2:15][CH:16]([C:18]1[CH:23]=[CH:22][C:21]([N:24]([CH3:32])[C:25]2[CH:26]=[CH:27][C:28]([O:31][C:2]3[N:3]=[C:4]([OH:12])[C:5]4[CH:11]=[CH:10][N:9]=[CH:8][C:6]=4[N:7]=3)=[CH:29][CH:30]=2)=[CH:20][CH:19]=1)[CH3:17]. The yield is 0.200. (2) The product is [C:14]1([NH:13][C:11](=[O:12])[NH2:10])[C:15]2[C:16](=[CH:19][CH:14]=[CH:15][CH:16]=2)[CH:17]=[CH:18][CH:19]=1. The reactants are C(C1C=C([NH:10][C:11]([NH:13][C:14]2[CH:19]=[CH:18][C:17](Cl)=[CH:16][CH:15]=2)=[O:12])N(C2C=C(C=CC=2)C(OCC)=O)N=1)(C)(C)C.O=S(Cl)Cl. The catalyst is CCl. The yield is 0.970.